This data is from Catalyst prediction with 721,799 reactions and 888 catalyst types from USPTO. The task is: Predict which catalyst facilitates the given reaction. (1) Reactant: [N+:1]([C:4]1[CH:19]=[CH:18][C:7]([O:8][CH2:9][CH2:10][CH2:11][N:12]2[CH2:17][CH2:16][CH2:15][CH2:14][CH2:13]2)=[CH:6][CH:5]=1)([O-])=O.[H][H]. Product: [N:12]1([CH2:11][CH2:10][CH2:9][O:8][C:7]2[CH:6]=[CH:5][C:4]([NH2:1])=[CH:19][CH:18]=2)[CH2:13][CH2:14][CH2:15][CH2:16][CH2:17]1. The catalyst class is: 19. (2) Reactant: Br[C:2]1[CH:7]=[CH:6][CH:5]=[C:4]([Br:8])[N:3]=1.C1(C)C=CC=CC=1.[F:16][C:17]1[CH:18]=[C:19](B(O)O)[CH:20]=[N:21][CH:22]=1.C(=O)([O-])[O-].[Na+].[Na+]. Product: [Br:8][C:4]1[N:3]=[C:2]([C:19]2[CH:20]=[N:21][CH:22]=[C:17]([F:16])[CH:18]=2)[CH:7]=[CH:6][CH:5]=1. The catalyst class is: 461. (3) Reactant: [CH:1]1([C:4]2[N:9]=[C:8]([CH:10]=O)[CH:7]=[CH:6][N:5]=2)[CH2:3][CH2:2]1.Cl.NO.C([N:17](CC)CC)C.CCCP(=O)=O.C(=O)(O)[O-].[Na+]. Product: [CH:1]1([C:4]2[N:9]=[C:8]([C:10]#[N:17])[CH:7]=[CH:6][N:5]=2)[CH2:3][CH2:2]1. The catalyst class is: 42. (4) Reactant: ClC1N=CC(C2N=CN(CCCC[N:17]3[C:25](=[O:26])[C:24]4[C:19](=[CH:20][CH:21]=[CH:22][CH:23]=4)[C:18]3=[O:27])C=2)=CC=1C.ClC1C(C)=CC(C2N=CNC=2)=CN=1.C(=O)([O-])[O-].[K+].[K+].BrCCCCN1C(=O)C2=CC=CC=C2C1=O. Product: [C:18]1(=[O:27])[C:19]2[C:24](=[CH:23][CH:22]=[CH:21][CH:20]=2)[C:25](=[O:26])[NH:17]1. The catalyst class is: 3. (5) Reactant: [N+:1]([C:4]1[CH:9]=[CH:8][C:7]([N:10]2[CH2:14][CH2:13][CH2:12][C:11]2=[O:15])=[CH:6][CH:5]=1)([O-])=O.CO. Product: [NH2:1][C:4]1[CH:9]=[CH:8][C:7]([N:10]2[CH2:14][CH2:13][CH2:12][C:11]2=[O:15])=[CH:6][CH:5]=1. The catalyst class is: 304.